This data is from Catalyst prediction with 721,799 reactions and 888 catalyst types from USPTO. The task is: Predict which catalyst facilitates the given reaction. (1) Reactant: [F:1][C:2]1([F:26])[O:7][C:6]2[CH:8]=[C:9]([F:21])[C:10]([NH:12]/[N:13]=[CH:14]/[C:15](=O)[C:16]([F:19])([F:18])[F:17])=[CH:11][C:5]=2[N:4]([CH2:22][C:23]#[CH:24])[C:3]1=[O:25].[C:27]([CH2:32][CH:33]=P(C1C=CC=CC=1)(C1C=CC=CC=1)C1C=CC=CC=1)(OCC)=[O:28].C1(P(=O)(C2C=CC=CC=2)C2C=CC=CC=2)C=CC=CC=1. Product: [F:1][C:2]1([F:26])[C:3](=[O:25])[N:4]([CH2:22][C:23]#[CH:24])[C:5]2[CH:11]=[C:10]([N:12]3[C:27](=[O:28])[C:32]([CH3:33])=[C:15]([C:16]([F:19])([F:18])[F:17])[CH:14]=[N:13]3)[C:9]([F:21])=[CH:8][C:6]=2[O:7]1. The catalyst class is: 11. (2) Reactant: [C:1]([O:5][C:6]([NH:8][C:9]([N:18]1[CH2:27][CH2:26][C:25]2[C:20](=[CH:21][C:22]([OH:28])=[CH:23][CH:24]=2)[CH2:19]1)=[N:10][C:11]([O:13][C:14]([CH3:17])([CH3:16])[CH3:15])=[O:12])=[O:7])([CH3:4])([CH3:3])[CH3:2].[CH2:29]([O:36][C:37]([N:39]1[CH2:44][CH2:43][CH:42]([CH2:45]Br)[CH2:41][CH2:40]1)=[O:38])[C:30]1[CH:35]=[CH:34][CH:33]=[CH:32][CH:31]=1.[OH-].[Na+].O. Product: [CH2:29]([O:36][C:37]([N:39]1[CH2:44][CH2:43][CH:42]([CH2:45][O:28][C:22]2[CH:21]=[C:20]3[C:25]([CH2:26][CH2:27][N:18]([C:9](=[N:8][C:6]([O:5][C:1]([CH3:2])([CH3:3])[CH3:4])=[O:7])[NH:10][C:11]([O:13][C:14]([CH3:17])([CH3:16])[CH3:15])=[O:12])[CH2:19]3)=[CH:24][CH:23]=2)[CH2:41][CH2:40]1)=[O:38])[C:30]1[CH:31]=[CH:32][CH:33]=[CH:34][CH:35]=1. The catalyst class is: 16.